This data is from Full USPTO retrosynthesis dataset with 1.9M reactions from patents (1976-2016). The task is: Predict the reactants needed to synthesize the given product. (1) Given the product [OH:18][CH:7]1[CH2:6][CH2:5][CH:4]2[CH:9]([CH2:1][N:2]([C:10]([O:12][C:13]([CH3:16])([CH3:15])[CH3:14])=[O:11])[CH2:3]2)[CH2:8]1, predict the reactants needed to synthesize it. The reactants are: [CH2:1]1[CH:9]2[CH:4]([CH2:5][CH:6]=[CH:7][CH2:8]2)[CH2:3][N:2]1[C:10]([O:12][C:13]([CH3:16])([CH3:15])[CH3:14])=[O:11].C[OH:18].[OH-].[Na+].OO. (2) Given the product [CH3:14][O:13][C:11](=[O:12])[NH:6][C:5]1[CH:7]=[CH:8][C:2]([Br:1])=[C:3]([F:9])[CH:4]=1, predict the reactants needed to synthesize it. The reactants are: [Br:1][C:2]1[CH:8]=[CH:7][C:5]([NH2:6])=[CH:4][C:3]=1[F:9].Cl[C:11]([O:13][CH3:14])=[O:12]. (3) The reactants are: C(OC[N:9]1[C:13]2[N:14]=[N:15][CH:16]=[C:17]([C:18]3[CH:19]=[N:20][N:21]([C@@H:23]([C:27]4[CH:32]=[CH:31][CH:30]=[CH:29][CH:28]=4)[CH2:24][C:25]#[N:26])[CH:22]=3)[C:12]=2[CH:11]=[CH:10]1)(=O)C(C)(C)C.[OH-].[Na+]. Given the product [N:14]1[C:13]2[NH:9][CH:10]=[CH:11][C:12]=2[C:17]([C:18]2[CH:19]=[N:20][N:21]([C@@H:23]([C:27]3[CH:32]=[CH:31][CH:30]=[CH:29][CH:28]=3)[CH2:24][C:25]#[N:26])[CH:22]=2)=[CH:16][N:15]=1, predict the reactants needed to synthesize it.